Dataset: Full USPTO retrosynthesis dataset with 1.9M reactions from patents (1976-2016). Task: Predict the reactants needed to synthesize the given product. (1) The reactants are: [N+:1]([CH3:4])([O-:3])=[O:2].[CH2:5]([O:12][CH2:13][CH:14]([O:16][C:17]1[CH:18]=[C:19]([CH:22]=[CH:23][CH:24]=1)[CH:20]=[O:21])[CH3:15])[C:6]1[CH:11]=[CH:10][CH:9]=[CH:8][CH:7]=1. Given the product [CH2:5]([O:12][CH2:13][CH:14]([O:16][C:17]1[CH:18]=[C:19]([C@H:20]([OH:21])[CH2:4][N+:1]([O-:3])=[O:2])[CH:22]=[CH:23][CH:24]=1)[CH3:15])[C:6]1[CH:7]=[CH:8][CH:9]=[CH:10][CH:11]=1, predict the reactants needed to synthesize it. (2) Given the product [Cl:1][C:2]1[CH:7]=[CH:6][CH:5]=[CH:4][C:3]=1[C@H:8]1[CH2:10][C@@H:9]1[NH2:11], predict the reactants needed to synthesize it. The reactants are: [Cl:1][C:2]1[CH:7]=[CH:6][CH:5]=[CH:4][C:3]=1[C@H:8]1[CH2:10][C@@H:9]1[NH:11]C(=O)COC.ClC1C=CC=CC=1[C@@H]1C[C@H]1N. (3) Given the product [CH3:1][O:2][C:3]1[CH:4]=[C:5]([NH2:12])[CH:6]=[CH:7][C:8]=1[N+:9]([O-:11])=[O:10], predict the reactants needed to synthesize it. The reactants are: [CH3:1][O:2][C:3]1[CH:4]=[C:5]([NH:12]C(=O)C)[CH:6]=[CH:7][C:8]=1[N+:9]([O-:11])=[O:10].C(=O)([O-])[O-].[K+].[K+]. (4) Given the product [Cl:1][C:2]1[C:3]([C:27]2[CH:28]=[N:29][N:30]3[CH:35]=[CH:34][CH:33]=[CH:32][C:31]=23)=[N:4][C:5]([NH:8][C:9]2[CH:14]=[C:13]([NH2:15])[C:12]([N:18]3[CH2:19][CH2:20][N:21]([CH3:24])[CH2:22][CH2:23]3)=[CH:11][C:10]=2[O:25][CH3:26])=[N:6][CH:7]=1, predict the reactants needed to synthesize it. The reactants are: [Cl:1][C:2]1[C:3]([C:27]2[CH:28]=[N:29][N:30]3[CH:35]=[CH:34][CH:33]=[CH:32][C:31]=23)=[N:4][C:5]([NH:8][C:9]2[CH:14]=[C:13]([N+:15]([O-])=O)[C:12]([N:18]3[CH2:23][CH2:22][N:21]([CH3:24])[CH2:20][CH2:19]3)=[CH:11][C:10]=2[O:25][CH3:26])=[N:6][CH:7]=1.[NH4+].[Cl-].O. (5) Given the product [CH2:13]([O:5][C:4](=[O:6])[C:3]1[CH:7]=[C:8]([F:12])[C:9]([F:11])=[CH:10][C:2]=1[F:1])[CH3:14], predict the reactants needed to synthesize it. The reactants are: [F:1][C:2]1[CH:10]=[C:9]([F:11])[C:8]([F:12])=[CH:7][C:3]=1[C:4]([OH:6])=[O:5].[C:13](Cl)(=O)[C:14](Cl)=O.C(O)C. (6) Given the product [C:19]([O:18][C:17]([NH:16][CH2:15][C:14]1[C:5]([CH2:1][CH:2]([CH3:4])[CH3:3])=[N:6][C:7]2[C:12]([C:13]=1[C:24]1[CH:29]=[CH:28][C:27]([CH3:30])=[CH:26][CH:25]=1)=[CH:11][C:10]([C:46]1[S:47][CH:48]=[C:49]([C:51]([O:52][CH2:40][CH3:41])=[O:54])[N:50]=1)=[CH:9][CH:8]=2)=[O:23])([CH3:21])([CH3:20])[CH3:22], predict the reactants needed to synthesize it. The reactants are: [CH2:1]([C:5]1[C:14]([CH2:15][NH:16][C:17](=[O:23])[O:18][C:19]([CH3:22])([CH3:21])[CH3:20])=[C:13]([C:24]2[CH:29]=[CH:28][C:27]([CH3:30])=[CH:26][CH:25]=2)[C:12]2[C:7](=[CH:8][CH:9]=[C:10](OS(C(F)(F)F)(=O)=O)[CH:11]=2)[N:6]=1)[CH:2]([CH3:4])[CH3:3].[B].[C:40]([O-])(=O)[CH3:41].[K+].Cl[C:46]1[S:47][CH:48]=[CH:49][N:50]=1.[C:51](=[O:54])([O-])[O-:52].[K+].[K+]. (7) Given the product [C:18]([CH:17]([NH:16][C:2]1[C:11]([C:12]([OH:14])=[O:13])=[CH:10][C:9]2[C:4](=[CH:5][CH:6]=[C:7]([Cl:15])[CH:8]=2)[N:3]=1)[CH2:21][C:22]1[CH:27]=[CH:26][CH:25]=[CH:24][N:23]=1)([OH:20])=[O:19], predict the reactants needed to synthesize it. The reactants are: Cl[C:2]1[C:11]([C:12]([OH:14])=[O:13])=[CH:10][C:9]2[C:4](=[CH:5][CH:6]=[C:7]([Cl:15])[CH:8]=2)[N:3]=1.[NH2:16][CH:17]([CH2:21][C:22]1[CH:27]=[CH:26][CH:25]=[CH:24][N:23]=1)[C:18]([OH:20])=[O:19]. (8) Given the product [Br:10][C:8]1[CH:9]=[C:4]([CH2:1][CH2:2][CH3:3])[C:5]([O:14][CH2:15][CH2:16][CH3:17])=[C:6]([N+:11]([O-:13])=[O:12])[CH:7]=1, predict the reactants needed to synthesize it. The reactants are: [CH2:1]([C:4]1[CH:9]=[C:8]([Br:10])[CH:7]=[C:6]([N+:11]([O-:13])=[O:12])[C:5]=1[O:14][CH2:15][CH:16]=[CH2:17])[CH:2]=[CH2:3].[O-]S([O-])(=O)=O.[Mg+2].